From a dataset of Catalyst prediction with 721,799 reactions and 888 catalyst types from USPTO. Predict which catalyst facilitates the given reaction. (1) Reactant: [Br:1][C:2]1[CH:3]=[CH:4][C:5]2[S:9][C:8]([CH2:10][CH2:11]OS(C)(=O)=O)=[N:7][C:6]=2[CH:17]=1.[CH3:18][C@@H:19]1[CH2:23][CH2:22][CH2:21][NH:20]1.CCN(CC)CC. Product: [Br:1][C:2]1[CH:3]=[CH:4][C:5]2[S:9][C:8]([CH2:10][CH2:11][N:20]3[CH2:21][CH2:22][CH2:23][C@H:19]3[CH3:18])=[N:7][C:6]=2[CH:17]=1. The catalyst class is: 10. (2) Product: [F:38][C:35]1[CH:36]=[CH:37][C:32]([CH2:31][CH2:30][C:29]2[N:28]=[C:27]3[N:39]4[CH2:45][CH2:44][CH2:43][N:40]4[C:41](=[O:42])[C:26]3=[C:25]([C:46]3[CH:54]=[CH:53][C:49]([C:50]([NH:18][CH2:12][C:13]4[O:17][CH:16]=[CH:15][CH:14]=4)=[O:51])=[CH:48][CH:47]=3)[C:24]=2[C:22]([O:21][CH2:19][CH3:20])=[O:23])=[CH:33][CH:34]=1. The catalyst class is: 3. Reactant: CCN=C=NCCCN(C)C.[CH2:12]([NH2:18])[C:13]1[O:17][CH:16]=[CH:15][CH:14]=1.[CH2:19]([O:21][C:22]([C:24]1[C:25]([C:46]2[CH:54]=[CH:53][C:49]([C:50](O)=[O:51])=[CH:48][CH:47]=2)=[C:26]2[C:41](=[O:42])[N:40]3[CH2:43][CH2:44][CH2:45][N:39]3[C:27]2=[N:28][C:29]=1[CH2:30][CH2:31][C:32]1[CH:37]=[CH:36][C:35]([F:38])=[CH:34][CH:33]=1)=[O:23])[CH3:20].C1C=CC2N(O)N=NC=2C=1.O.